This data is from hERG Central: cardiac toxicity at 1µM, 10µM, and general inhibition. The task is: Predict hERG channel inhibition at various concentrations. (1) The drug is CCN1CCCC1CNCC(O)COc1ccc(C(C)(C)C)cc1C.O=C(O)C(=O)O. Results: hERG_inhib (hERG inhibition (general)): blocker. (2) The drug is O=C(NCC1(N2CCCCC2)CCCCC1)c1cccc(NS(=O)(=O)c2ccccc2)c1. Results: hERG_inhib (hERG inhibition (general)): blocker.